Dataset: Peptide-MHC class I binding affinity with 185,985 pairs from IEDB/IMGT. Task: Regression. Given a peptide amino acid sequence and an MHC pseudo amino acid sequence, predict their binding affinity value. This is MHC class I binding data. The peptide sequence is VETGTTET. The MHC is Mamu-A11 with pseudo-sequence Mamu-A11. The binding affinity (normalized) is 0.00760.